This data is from Catalyst prediction with 721,799 reactions and 888 catalyst types from USPTO. The task is: Predict which catalyst facilitates the given reaction. (1) Reactant: Cl[CH2:2][CH:3]([OH:12])[CH2:4][S:5][S:6][CH2:7][CH:8]([OH:11])[CH2:9]Cl.CO.[OH-].[Na+]. Product: [O:11]1[CH2:9][CH:8]1[CH2:7][S:6][S:5][CH2:4][CH:3]1[O:12][CH2:2]1. The catalyst class is: 11. (2) Reactant: Br[C:2]1[CH:11]=[C:10]2[C:5]([N:6]=[CH:7][C:8]([O:12][CH3:13])=[N:9]2)=[CH:4][CH:3]=1.C[C:15]([O-:17])=[O:16].[Na+].[CH3:19][CH2:20]O. Product: [CH3:13][O:12][C:8]1[CH:7]=[N:6][C:5]2[C:10]([N:9]=1)=[CH:11][C:2]([C:15]([O:17][CH2:19][CH3:20])=[O:16])=[CH:3][CH:4]=2. The catalyst class is: 151. (3) Product: [CH3:1][C:2]1[CH2:11][CH:10]=[C:9]2[C:4]([CH3:14])([CH2:5][CH2:6][CH2:7][C:8]2([CH3:12])[CH3:13])[C:3]=1[CH2:15][CH2:16][OH:17]. The catalyst class is: 28. Reactant: [CH3:1][C:2]1[CH2:11][CH:10]=[C:9]2[C:4]([CH3:14])([CH2:5][CH2:6][CH2:7][C:8]2([CH3:13])[CH3:12])[C:3]=1[CH2:15][CH:16]=[O:17].[H-].[H-].[H-].[H-].[Li+].[Al+3].O.[OH-].[Na+]. (4) Reactant: [Br:1][C:2]1[CH:3]=[C:4]([NH2:9])[C:5]([Cl:8])=[N:6][CH:7]=1.[C:10]([C:13]1[CH:18]=[CH:17][C:16]([S:19](Cl)(=[O:21])=[O:20])=[CH:15][CH:14]=1)(=[O:12])[CH3:11]. Product: [C:10]([C:13]1[CH:14]=[CH:15][C:16]([S:19]([NH:9][C:4]2[C:5]([Cl:8])=[N:6][CH:7]=[C:2]([Br:1])[CH:3]=2)(=[O:21])=[O:20])=[CH:17][CH:18]=1)(=[O:12])[CH3:11]. The catalyst class is: 17. (5) Reactant: C(OC(=O)C)C.[ClH:7].[N+:8]([C:11]1[CH:16]=[CH:15][CH:14]=[CH:13][C:12]=1[S:17]([N:20]([CH2:42][CH2:43][C:44]1[CH:45]=[N:46][CH:47]=[CH:48][CH:49]=1)[CH2:21][CH2:22][CH2:23][O:24][C:25]1[CH:41]=[CH:40][C:28]2[N:29]([CH3:39])[C:30](=[O:38])[C:31]([CH3:37])([CH3:36])[C:32](=[O:35])[N:33]([CH3:34])[C:27]=2[CH:26]=1)(=[O:19])=[O:18])([O-:10])=[O:9]. Product: [ClH:7].[N+:8]([C:11]1[CH:16]=[CH:15][CH:14]=[CH:13][C:12]=1[S:17]([N:20]([CH2:42][CH2:43][C:44]1[CH:45]=[N:46][CH:47]=[CH:48][CH:49]=1)[CH2:21][CH2:22][CH2:23][O:24][C:25]1[CH:41]=[CH:40][C:28]2[N:29]([CH3:39])[C:30](=[O:38])[C:31]([CH3:36])([CH3:37])[C:32](=[O:35])[N:33]([CH3:34])[C:27]=2[CH:26]=1)(=[O:18])=[O:19])([O-:10])=[O:9]. The catalyst class is: 13. (6) Reactant: [N:1]1[CH:6]=[CH:5][C:4]([C:7]2[CH:8]=[CH:9][CH:10]=[C:11]3[C:16]=2[C:15](=[O:17])[NH:14][CH:13]=[CH:12]3)=[CH:3][CH:2]=1.Br/[CH:19]=[CH:20]/[C:21]1[CH:30]=[CH:29][C:28]2[C:23](=[CH:24][CH:25]=[CH:26][CH:27]=2)[N:22]=1.O.CC(=O)OCC. Product: [N:1]1[CH:6]=[CH:5][C:4]([C:7]2[CH:8]=[CH:9][CH:10]=[C:11]3[C:16]=2[C:15](=[O:17])[N:14](/[CH:19]=[CH:20]/[C:21]2[CH:30]=[CH:29][C:28]4[C:23](=[CH:24][CH:25]=[CH:26][CH:27]=4)[N:22]=2)[CH:13]=[CH:12]3)=[CH:3][CH:2]=1. The catalyst class is: 3. (7) Reactant: [C@H:1]1([NH:10][C:11]2[CH:20]=[CH:19][C:18]3[C:13](=[CH:14][CH:15]=[C:16]([NH2:21])[CH:17]=3)[N:12]=2)[C:9]2[C:4](=[CH:5][CH:6]=[CH:7][CH:8]=2)[CH2:3][CH2:2]1.[CH:22]([N:25]=[C:26]=[O:27])([CH3:24])[CH3:23]. Product: [C@H:1]1([NH:10][C:11]2[CH:20]=[CH:19][C:18]3[C:13](=[CH:14][CH:15]=[C:16]([NH:21][C:26]([NH:25][CH:22]([CH3:24])[CH3:23])=[O:27])[CH:17]=3)[N:12]=2)[C:9]2[C:4](=[CH:5][CH:6]=[CH:7][CH:8]=2)[CH2:3][CH2:2]1. The catalyst class is: 11. (8) Reactant: [C:1]([O:5][C:6](=[O:28])[NH:7][CH:8]1[CH2:13][CH2:12][CH:11]([NH:14][CH2:15][C:16]2[C:21]([C:22]3[CH:27]=[CH:26][CH:25]=[CH:24][CH:23]=3)=[CH:20][CH:19]=[CH:18][N:17]=2)[CH2:10][CH2:9]1)([CH3:4])([CH3:3])[CH3:2].[CH3:29][C:30]1[C:31]([CH:36]=O)=[N:32][CH:33]=[CH:34][CH:35]=1.[BH-](OC(C)=O)(OC(C)=O)OC(C)=O.[Na+]. Product: [C:1]([O:5][C:6](=[O:28])[NH:7][CH:8]1[CH2:13][CH2:12][CH:11]([N:14]([CH2:36][C:31]2[C:30]([CH3:29])=[CH:35][CH:34]=[CH:33][N:32]=2)[CH2:15][C:16]2[C:21]([C:22]3[CH:27]=[CH:26][CH:25]=[CH:24][CH:23]=3)=[CH:20][CH:19]=[CH:18][N:17]=2)[CH2:10][CH2:9]1)([CH3:4])([CH3:2])[CH3:3]. The catalyst class is: 2. (9) Reactant: [N:1]1([CH:7]2[CH2:11][CH2:10][NH:9][C:8]2=[O:12])[CH2:6][CH2:5][CH2:4][CH2:3][CH2:2]1.[H-].[Na+].[Br:15][C:16]1[CH:17]=[C:18]([Cl:25])[C:19]([CH2:23]Br)=[C:20]([Cl:22])[CH:21]=1. Product: [Br:15][C:16]1[CH:17]=[C:18]([Cl:25])[C:19]([CH2:23][N:9]2[CH2:10][CH2:11][CH:7]([N:1]3[CH2:2][CH2:3][CH2:4][CH2:5][CH2:6]3)[C:8]2=[O:12])=[C:20]([Cl:22])[CH:21]=1. The catalyst class is: 369. (10) Product: [CH:1]1([C:4]([C:29]2[C:28]3[C:32](=[C:24]([CH2:23][S:22][CH3:21])[CH:25]=[CH:26][CH:27]=3)[NH:31][CH:30]=2)([C:7]2[CH:12]=[CH:11][C:10]([F:13])=[CH:9][CH:8]=2)[CH3:5])[CH2:3][CH2:2]1. Reactant: [CH:1]1([C:4]([C:7]2[CH:12]=[CH:11][C:10]([F:13])=[CH:9][CH:8]=2)(O)[CH3:5])[CH2:3][CH2:2]1.FC(F)(F)C(O)=O.[CH3:21][S:22][CH2:23][C:24]1[CH:25]=[CH:26][CH:27]=[C:28]2[C:32]=1[NH:31][CH:30]=[CH:29]2. The catalyst class is: 4.